Dataset: Peptide-MHC class II binding affinity with 134,281 pairs from IEDB. Task: Regression. Given a peptide amino acid sequence and an MHC pseudo amino acid sequence, predict their binding affinity value. This is MHC class II binding data. (1) The peptide sequence is SRFFVMGEETPLLTK. The MHC is DRB3_0101 with pseudo-sequence DRB3_0101. The binding affinity (normalized) is 0.351. (2) The peptide sequence is VNVQTKPSLFKVRNG. The MHC is HLA-DQA10201-DQB10301 with pseudo-sequence HLA-DQA10201-DQB10301. The binding affinity (normalized) is 0.492. (3) The peptide sequence is EIPDVLNSLAVAWMILRA. The MHC is DRB4_0101 with pseudo-sequence DRB4_0103. The binding affinity (normalized) is 0.387. (4) The peptide sequence is HRDNIEDDLLNRNNT. The MHC is DRB1_1101 with pseudo-sequence DRB1_1101. The binding affinity (normalized) is 0.199. (5) The peptide sequence is GGRLAFQEFMIVPSG. The MHC is DRB4_0101 with pseudo-sequence DRB4_0103. The binding affinity (normalized) is 0.872. (6) The peptide sequence is WGAIWRIDTPDKLTG. The MHC is DRB1_1501 with pseudo-sequence DRB1_1501. The binding affinity (normalized) is 0.394.